This data is from Reaction yield outcomes from USPTO patents with 853,638 reactions. The task is: Predict the reaction yield, written as a fraction of the theoretical maximum amount of product (1.0 means a 100% yield; for example, 0.34 means a 34% yield). (1) The reactants are [CH:1]1(/[CH:6]=[C:7]2/[C:8](=O)[C:9]3[CH:10]=[CH:11][C:12]([C:17]([O:19][CH2:20][CH3:21])=[O:18])=[N:13][C:14]=3[CH2:15][CH2:16]/2)[CH2:5][CH2:4][CH2:3][CH2:2]1.Cl.[Cl:24][C:25]1[CH:32]=[C:31]([NH:33][NH2:34])[CH:30]=[CH:29][C:26]=1[C:27]#[N:28]. The catalyst is C(O)C. The product is [Cl:24][C:25]1[CH:32]=[C:31]([N:33]2[CH:6]([CH:1]3[CH2:5][CH2:4][CH2:3][CH2:2]3)[CH:7]3[C:8]([C:9]4[CH:10]=[CH:11][C:12]([C:17]([O:19][CH2:20][CH3:21])=[O:18])=[N:13][C:14]=4[CH2:15][CH2:16]3)=[N:34]2)[CH:30]=[CH:29][C:26]=1[C:27]#[N:28]. The yield is 0.793. (2) The product is [Br:1][C:2]1[CH:3]=[CH:4][C:5]2[O:14][C:13]3[C:12](=[O:15])[NH:11][C:10]([CH2:16][N:17]4[CH2:21][CH2:20][CH:19]([C:22]([NH:38][CH2:37][C:36]5[CH:39]=[CH:40][CH:41]=[CH:42][C:35]=5[Cl:34])=[O:24])[CH2:18]4)=[N:9][C:8]=3[C:6]=2[CH:7]=1. The reactants are [Br:1][C:2]1[CH:3]=[CH:4][C:5]2[O:14][C:13]3[C:12](=[O:15])[NH:11][C:10]([CH2:16][N:17]4[CH2:21][CH2:20][CH:19]([C:22]([OH:24])=O)[CH2:18]4)=[N:9][C:8]=3[C:6]=2[CH:7]=1.C(N(C(C)C)CC)(C)C.[Cl:34][C:35]1[CH:42]=[CH:41][CH:40]=[CH:39][C:36]=1[CH2:37][NH2:38].CN(C(ON1N=NC2C=CC=NC1=2)=[N+](C)C)C.F[P-](F)(F)(F)(F)F. The catalyst is CC(N(C)C)=O. The yield is 0.170. (3) The reactants are [N:1]1[CH:6]=[CH:5][CH:4]=[C:3]([CH:7]([C:21]2[CH:22]=[N:23][CH:24]=[CH:25][CH:26]=2)[N:8]2[CH2:13][CH2:12][N:11](C(OC(C)(C)C)=O)[CH2:10][CH2:9]2)[CH:2]=1.CN1CCOCC1.[Si](I)(C)(C)C. The catalyst is C(Cl)Cl. The product is [N:1]1[CH:6]=[CH:5][CH:4]=[C:3]([CH:7]([C:21]2[CH:22]=[N:23][CH:24]=[CH:25][CH:26]=2)[N:8]2[CH2:13][CH2:12][NH:11][CH2:10][CH2:9]2)[CH:2]=1. The yield is 0.650. (4) The reactants are [C:1]([NH:4][C:5]1[CH:10]=[CH:9][C:8]([C:11](=[O:14])[CH2:12]Br)=[CH:7][CH:6]=1)(=[O:3])[CH3:2].C([O-])=[O:16].[K+].C(=O)(O)[O-].[Na+]. The catalyst is CCO. The product is [C:1]([NH:4][C:5]1[CH:10]=[CH:9][C:8]([C:11](=[O:14])[CH2:12][OH:16])=[CH:7][CH:6]=1)(=[O:3])[CH3:2]. The yield is 0.950. (5) The reactants are [Br:1][CH2:2][C@@H:3]([C:5]1[CH:10]=[CH:9][C:8]([O:11][CH2:12][C:13]2[CH:18]=[CH:17][CH:16]=[CH:15][CH:14]=2)=[C:7]([NH:19][CH:20]=[O:21])[CH:6]=1)[OH:4].N1C=CN=C1.[Si:27](Cl)([C:30]([CH3:33])([CH3:32])[CH3:31])([CH3:29])[CH3:28]. The catalyst is CN(C)C=O.C(OC(C)C)(=O)C. The product is [Br:1][CH2:2][C@H:3]([O:4][Si:27]([C:30]([CH3:33])([CH3:32])[CH3:31])([CH3:29])[CH3:28])[C:5]1[CH:10]=[CH:9][C:8]([O:11][CH2:12][C:13]2[CH:14]=[CH:15][CH:16]=[CH:17][CH:18]=2)=[C:7]([NH:19][CH:20]=[O:21])[CH:6]=1. The yield is 0.680. (6) The reactants are C(O[C:6]([N:8]1[CH2:13][CH2:12][N:11](C2C(=O)N(CC(C)C)N=C(C3C=CC(C)=C(F)C=3)C=2C)[CH2:10][CH2:9]1)=O)(C)(C)C.[Cl:34][C:35]1[CH:36]=[C:37]([CH2:41][CH2:42][CH2:43][N:44]2[C:49](=[O:50])[C:48]([CH2:51]OS(C)(=O)=O)=[CH:47][C:46]([C:57]3[CH:62]=[CH:61][C:60]([F:63])=[C:59]([CH3:64])[CH:58]=3)=[N:45]2)[CH:38]=[CH:39][CH:40]=1. No catalyst specified. The product is [Cl:34][C:35]1[CH:36]=[C:37]([CH2:41][CH2:42][CH2:43][N:44]2[C:49](=[O:50])[C:48]([CH2:51][N:11]3[CH2:12][CH2:13][N:8]([CH3:6])[CH2:9][CH2:10]3)=[CH:47][C:46]([C:57]3[CH:62]=[CH:61][C:60]([F:63])=[C:59]([CH3:64])[CH:58]=3)=[N:45]2)[CH:38]=[CH:39][CH:40]=1. The yield is 0.562. (7) The reactants are [O:1]1CCO[CH:2]1[C:6]1[C:11]([O:12][CH2:13][C:14]2[C:15]([C:20]3[N:24]([CH:25]([CH3:27])[CH3:26])[N:23]=[CH:22][C:21]=3[CH3:28])=[N:16][CH:17]=[CH:18][CH:19]=2)=[CH:10][N:9]=[C:8]([O:29][CH3:30])[CH:7]=1.Cl. No catalyst specified. The product is [CH:25]([N:24]1[C:20]([C:15]2[C:14]([CH2:13][O:12][C:11]3[C:6]([CH:2]=[O:1])=[CH:7][C:8]([O:29][CH3:30])=[N:9][CH:10]=3)=[CH:19][CH:18]=[CH:17][N:16]=2)=[C:21]([CH3:28])[CH:22]=[N:23]1)([CH3:27])[CH3:26]. The yield is 0.990. (8) The reactants are C(OC(=O)[NH:7][CH2:8][CH2:9][C:10](=[O:45])[NH:11][C:12]1[CH:13]=[C:14]2[C:19](=[CH:20][CH:21]=1)[N:18]=[CH:17][N:16]=[C:15]2[NH:22][C:23]1[CH:28]=[CH:27][C:26]([CH2:29][CH2:30][N:31]2[CH2:40][CH2:39][C:38]3[C:33](=[CH:34][C:35]([O:43][CH3:44])=[C:36]([O:41][CH3:42])[CH:37]=3)[CH2:32]2)=[CH:25][CH:24]=1)(C)(C)C.FC(F)(F)C(O)=O. The catalyst is C(Cl)Cl.C(=O)(O)[O-].[Na+]. The product is [NH2:7][CH2:8][CH2:9][C:10]([NH:11][C:12]1[CH:13]=[C:14]2[C:19](=[CH:20][CH:21]=1)[N:18]=[CH:17][N:16]=[C:15]2[NH:22][C:23]1[CH:24]=[CH:25][C:26]([CH2:29][CH2:30][N:31]2[CH2:40][CH2:39][C:38]3[C:33](=[CH:34][C:35]([O:43][CH3:44])=[C:36]([O:41][CH3:42])[CH:37]=3)[CH2:32]2)=[CH:27][CH:28]=1)=[O:45]. The yield is 0.460. (9) The yield is 0.990. The product is [CH3:20][C:10]([C:14]1[CH:15]=[CH:16][CH:17]=[CH:18][CH:19]=1)([CH2:11][CH2:12][CH3:13])[C:9]([OH:21])=[O:8]. The catalyst is C(OCC)(=O)C.[Pd]. The reactants are C([O:8][C:9](=[O:21])[C:10]([CH3:20])([C:14]1[CH:19]=[CH:18][CH:17]=[CH:16][CH:15]=1)[CH2:11][CH:12]=[CH2:13])C1C=CC=CC=1. (10) The reactants are Cl.[NH2:2][CH2:3][C:4]1[CH:5]=[C:6]2[C:10](=[CH:11][CH:12]=1)[C:9](=[O:13])[N:8]([CH:14]1[CH2:19][CH2:18][C:17](=[O:20])[NH:16][C:15]1=[O:21])[C:7]2=[O:22].[CH3:23][O:24][C:25]1[CH:33]=[CH:32][C:28]([C:29](Cl)=[O:30])=[CH:27][CH:26]=1.CCN(C(C)C)C(C)C. The catalyst is CC#N. The product is [O:21]=[C:15]1[CH:14]([N:8]2[C:7](=[O:22])[C:6]3[C:10](=[CH:11][CH:12]=[C:4]([CH2:3][NH:2][C:29](=[O:30])[C:28]4[CH:32]=[CH:33][C:25]([O:24][CH3:23])=[CH:26][CH:27]=4)[CH:5]=3)[C:9]2=[O:13])[CH2:19][CH2:18][C:17](=[O:20])[NH:16]1. The yield is 0.790.